Dataset: NCI-60 drug combinations with 297,098 pairs across 59 cell lines. Task: Regression. Given two drug SMILES strings and cell line genomic features, predict the synergy score measuring deviation from expected non-interaction effect. (1) Drug 1: COC1=C(C=C2C(=C1)N=CN=C2NC3=CC(=C(C=C3)F)Cl)OCCCN4CCOCC4. Drug 2: COC1=C2C(=CC3=C1OC=C3)C=CC(=O)O2. Cell line: HS 578T. Synergy scores: CSS=12.5, Synergy_ZIP=1.25, Synergy_Bliss=5.02, Synergy_Loewe=-0.964, Synergy_HSA=4.55. (2) Drug 1: C1CN(CCN1C(=O)CCBr)C(=O)CCBr. Drug 2: CC1C(C(CC(O1)OC2CC(CC3=C2C(=C4C(=C3O)C(=O)C5=C(C4=O)C(=CC=C5)OC)O)(C(=O)CO)O)N)O.Cl. Cell line: SW-620. Synergy scores: CSS=36.9, Synergy_ZIP=-6.46, Synergy_Bliss=-6.63, Synergy_Loewe=-5.21, Synergy_HSA=-2.01.